Dataset: Forward reaction prediction with 1.9M reactions from USPTO patents (1976-2016). Task: Predict the product of the given reaction. (1) Given the reactants [N:1]([C@@H:4]([C:8]1[NH:9][C:10](=[O:21])[C:11]2[O:16][C:15]3[CH:17]=[CH:18][CH:19]=[CH:20][C:14]=3[C:12]=2[N:13]=1)[CH:5]([CH3:7])[CH3:6])=[N+:2]=[N-:3].C(=O)([O-])[O-].[Cs+].[Cs+].[CH2:28](Br)[C:29]1[CH:34]=[CH:33][CH:32]=[CH:31][CH:30]=1, predict the reaction product. The product is: [N:1]([C@@H:4]([C:8]1[N:9]([CH2:28][C:29]2[CH:34]=[CH:33][CH:32]=[CH:31][CH:30]=2)[C:10](=[O:21])[C:11]2[O:16][C:15]3[CH:17]=[CH:18][CH:19]=[CH:20][C:14]=3[C:12]=2[N:13]=1)[CH:5]([CH3:7])[CH3:6])=[N+:2]=[N-:3]. (2) Given the reactants Br[C:2]1[CH:7]=[C:6]([CH3:8])[C:5]([C:9]2[C:10](=[O:27])[CH:11]([CH2:16][CH2:17][NH:18][C:19]([C:21]3[CH:26]=[CH:25][CH:24]=[CH:23][N:22]=3)=[O:20])[CH2:12][C:13]=2[O:14][CH3:15])=[C:4]([CH2:28][CH3:29])[CH:3]=1.[CH3:30][Si:31]([CH3:48])([CH3:47])[C:32]#[C:33][Sn](CCCC)(CCCC)CCCC, predict the reaction product. The product is: [CH2:28]([C:4]1[CH:3]=[C:2]([C:33]#[C:32][Si:31]([CH3:48])([CH3:47])[CH3:30])[CH:7]=[C:6]([CH3:8])[C:5]=1[C:9]1[C:10](=[O:27])[CH:11]([CH2:16][CH2:17][NH:18][C:19]([C:21]2[CH:26]=[CH:25][CH:24]=[CH:23][N:22]=2)=[O:20])[CH2:12][C:13]=1[O:14][CH3:15])[CH3:29]. (3) Given the reactants [H-].[Na+].[Br:3][C:4]1[CH:5]=[C:6]([NH:11][C:12]2[CH:13]=[N:14][CH:15]=[N:16][CH:17]=2)[CH:7]=[C:8]([Cl:10])[CH:9]=1.[CH3:18]I, predict the reaction product. The product is: [Br:3][C:4]1[CH:5]=[C:6]([N:11]([CH3:18])[C:12]2[CH:17]=[N:16][CH:15]=[N:14][CH:13]=2)[CH:7]=[C:8]([Cl:10])[CH:9]=1. (4) Given the reactants Br[C:2]1[CH:7]=[CH:6][N:5]2[C:8]([C:11]([NH:13][C:14]3[CH:19]=[C:18]([C:20](=[O:36])[NH:21][CH2:22][C:23]4[CH:28]=[CH:27][CH:26]=[CH:25][C:24]=4[N:29]4[CH2:34][CH2:33][N:32]([CH3:35])[CH2:31][CH2:30]4)[CH:17]=[CH:16][C:15]=3[CH3:37])=[O:12])=[CH:9][N:10]=[C:4]2[CH:3]=1.[CH3:38][N:39]1[C:43](B2OC(C)(C)C(C)(C)O2)=[CH:42][CH:41]=[N:40]1.C(=O)([O-])[O-].[Cs+].[Cs+].C(Cl)Cl, predict the reaction product. The product is: [CH3:38][N:39]1[C:43]([C:2]2[CH:7]=[CH:6][N:5]3[C:8]([C:11]([NH:13][C:14]4[CH:19]=[C:18]([C:20](=[O:36])[NH:21][CH2:22][C:23]5[CH:28]=[CH:27][CH:26]=[CH:25][C:24]=5[N:29]5[CH2:34][CH2:33][N:32]([CH3:35])[CH2:31][CH2:30]5)[CH:17]=[CH:16][C:15]=4[CH3:37])=[O:12])=[CH:9][N:10]=[C:4]3[CH:3]=2)=[CH:42][CH:41]=[N:40]1. (5) Given the reactants O.O.[C:3]1([CH:11]=[C:9]([OH:10])[CH:8]=[C:6]([OH:7])[CH:5]=1)[OH:4].[C:12]([CH2:17][C:18](OCC)=[O:19])(=O)[CH2:13][CH2:14][CH3:15], predict the reaction product. The product is: [OH:4][C:3]1[CH:11]=[C:9]([OH:10])[CH:8]=[C:6]2[C:5]=1[C:12]([CH2:13][CH2:14][CH3:15])=[CH:17][C:18](=[O:19])[O:7]2. (6) Given the reactants [CH2:1]=O.Cl.[I:4][C:5]1[CH:16]=[CH:15][C:8]2[C:9]([CH2:12][CH2:13][NH2:14])=[CH:10][O:11][C:7]=2[CH:6]=1, predict the reaction product. The product is: [I:4][C:5]1[CH:16]=[CH:15][C:8]2[C:9]3[CH2:12][CH2:13][NH:14][CH2:1][C:10]=3[O:11][C:7]=2[CH:6]=1.